Dataset: Cav3 T-type calcium channel HTS with 100,875 compounds. Task: Binary Classification. Given a drug SMILES string, predict its activity (active/inactive) in a high-throughput screening assay against a specified biological target. The molecule is S=C(Nc1ccc(Oc2ccccc2)cc1)NCC. The result is 0 (inactive).